The task is: Regression/Classification. Given a drug SMILES string, predict its absorption, distribution, metabolism, or excretion properties. Task type varies by dataset: regression for continuous measurements (e.g., permeability, clearance, half-life) or binary classification for categorical outcomes (e.g., BBB penetration, CYP inhibition). Dataset: hlm.. This data is from Human liver microsome stability data. (1) The molecule is CN1CCc2nc(C(=O)NC3CN(C(=O)OC(C)(C)C)CCC3NC(=O)c3cc4cc(Cl)ccc4[nH]3)sc2C1. The result is 1 (stable in human liver microsomes). (2) The drug is CCCCCOC(=O)[C@H](CC(C)C)NP1(=O)COC(Cn2cnc3c(N)ncnc32)CO1. The result is 1 (stable in human liver microsomes).